Dataset: Reaction yield outcomes from USPTO patents with 853,638 reactions. Task: Predict the reaction yield, written as a fraction of the theoretical maximum amount of product (1.0 means a 100% yield; for example, 0.34 means a 34% yield). (1) The reactants are FC(F)(F)S(O[C:7]1[CH2:8][CH2:9][N:10]([C:13]([O:15][C:16]([CH3:19])([CH3:18])[CH3:17])=[O:14])[CH2:11][CH:12]=1)(=O)=O.C([O-])(=O)C.[K+].[B:27]1([B:27]2[O:31][C:30]([CH3:33])([CH3:32])[C:29]([CH3:35])([CH3:34])[O:28]2)[O:31][C:30]([CH3:33])([CH3:32])[C:29]([CH3:35])([CH3:34])[O:28]1. The catalyst is C1(P(C2C=CC=CC=2)[C-]2C=CC=C2)C=CC=CC=1.[C-]1(P(C2C=CC=CC=2)C2C=CC=CC=2)C=CC=C1.[Fe+2]. The product is [CH3:34][C:29]1([CH3:35])[C:30]([CH3:33])([CH3:32])[O:31][B:27]([C:7]2[CH2:8][CH2:9][N:10]([C:13]([O:15][C:16]([CH3:19])([CH3:18])[CH3:17])=[O:14])[CH2:11][CH:12]=2)[O:28]1. The yield is 0.280. (2) The reactants are [CH3:1][Si:2]([CH3:21])([CH3:20])[CH2:3][CH2:4][O:5][CH2:6][N:7]1[C:11]2=[N:12][CH:13]=[CH:14][CH:15]=[C:10]2[C:9]([C:16]([O:18][CH3:19])=[O:17])=[N:8]1.[B:22]1([B:22]2[O:26][C:25]([CH3:28])([CH3:27])[C:24]([CH3:30])([CH3:29])[O:23]2)[O:26][C:25]([CH3:28])([CH3:27])[C:24]([CH3:30])([CH3:29])[O:23]1. The catalyst is O1CCCC1.C(OCC)(=O)C.C[O-].C[O-].C1CC=CCCC=C1.C1CC=CCCC=C1.[Ir].[Ir].C(C1C=CN=C(C2C=C(C(C)(C)C)C=CN=2)C=1)(C)(C)C. The product is [CH3:29][C:24]1([CH3:30])[C:25]([CH3:28])([CH3:27])[O:26][B:22]([C:14]2[CH:15]=[C:10]3[C:9]([C:16]([O:18][CH3:19])=[O:17])=[N:8][N:7]([CH2:6][O:5][CH2:4][CH2:3][Si:2]([CH3:20])([CH3:21])[CH3:1])[C:11]3=[N:12][CH:13]=2)[O:23]1. The yield is 0.710. (3) The yield is 0.650. The catalyst is C1COCC1. The product is [CH3:1][C:2]([CH3:14])([CH3:13])[C:3]#[C:4][C:5]1[S:9][C:8]([C:10]([OH:12])=[O:11])=[C:7]([I:20])[CH:6]=1. The reactants are [CH3:1][C:2]([CH3:14])([CH3:13])[C:3]#[C:4][C:5]1[S:9][C:8]([C:10]([OH:12])=[O:11])=[CH:7][CH:6]=1.[Li]CCCC.[I:20]I. (4) The reactants are [S:1]1[CH:5]=[C:4]([CH:6]=O)[C:3]([CH:8]=O)=[CH:2]1.C([NH:13][CH:14](P(OC)(OC)=O)[C:15]([O:17][CH3:18])=[O:16])(=O)C.C1CCN2C(=NCCC2)CC1.S1C=CC=C1.FC(F)(F)C(OC(=O)C(F)(F)F)=O. The catalyst is C(Cl)Cl.C(Cl)(Cl)Cl. The product is [CH:5]1[S:1][CH:2]=[C:3]2[C:4]=1[CH:6]=[C:14]([C:15]([O:17][CH3:18])=[O:16])[N:13]=[CH:8]2. The yield is 0.880. (5) The reactants are C(OC([N:8]1[CH2:12][CH2:11][CH:10]2[N:13]([S:26]([CH3:29])(=[O:28])=[O:27])[CH2:14][CH:15]([C:16]3[C:24]4[C:19](=[CH:20][C:21]([F:25])=[CH:22][CH:23]=4)[NH:18][CH:17]=3)[CH:9]12)=O)(C)(C)C.C(O)(C(F)(F)F)=O. The catalyst is C(Cl)Cl. The product is [F:25][C:21]1[CH:20]=[C:19]2[C:24]([C:16]([CH:15]3[CH2:14][N:13]([S:26]([CH3:29])(=[O:27])=[O:28])[CH:10]4[CH2:11][CH2:12][NH:8][CH:9]34)=[CH:17][NH:18]2)=[CH:23][CH:22]=1. The yield is 0.950. (6) The reactants are [F:1][C:2]1[CH:25]=[CH:24][C:5]([CH2:6][NH:7][C:8]([C:10]2[N:11]3[C:15](=[CH:16][C:17](=[O:21])[C:18]=2[O:19][CH3:20])[CH2:14][CH2:13][CH:12]3[CH2:22][OH:23])=[O:9])=[CH:4][CH:3]=1.[CH3:26][S:27](Cl)(=[O:29])=[O:28].O. The catalyst is C(Cl)Cl. The product is [CH3:26][S:27]([O:23][CH2:22][CH:12]1[N:11]2[C:15](=[CH:16][C:17](=[O:21])[C:18]([O:19][CH3:20])=[C:10]2[C:8](=[O:9])[NH:7][CH2:6][C:5]2[CH:24]=[CH:25][C:2]([F:1])=[CH:3][CH:4]=2)[CH2:14][CH2:13]1)(=[O:29])=[O:28]. The yield is 0.910. (7) The reactants are F[C:2]1[CH:7]=[C:6]([I:8])[C:5]([CH3:9])=[CH:4][N:3]=1.[O:10]1[CH2:15][CH2:14][N:13]([C:16]2[CH:22]=[CH:21][C:19]([NH2:20])=[CH:18][CH:17]=2)[CH2:12][CH2:11]1.Cl.O1CCOCC1. The catalyst is O. The product is [I:8][C:6]1[C:5]([CH3:9])=[CH:4][N:3]=[C:2]([NH:20][C:19]2[CH:18]=[CH:17][C:16]([N:13]3[CH2:14][CH2:15][O:10][CH2:11][CH2:12]3)=[CH:22][CH:21]=2)[CH:7]=1. The yield is 0.470.